Dataset: Reaction yield outcomes from USPTO patents with 853,638 reactions. Task: Predict the reaction yield, written as a fraction of the theoretical maximum amount of product (1.0 means a 100% yield; for example, 0.34 means a 34% yield). The reactants are [Br:1][C:2]1[CH:3]=[C:4]([CH2:7][N:8]2[C:12](=[O:13])[O:11][N:10]=[C:9]2[C:14]2[C:18]([NH:19][CH2:20][CH2:21][OH:22])=[N:17][O:16][N:15]=2)[O:5][CH:6]=1.[CH3:23][S:24](Cl)(=[O:26])=[O:25].C(N(CC)CC)C. The catalyst is C(OCC)(=O)C. The product is [CH3:23][S:24]([O:22][CH2:21][CH2:20][NH:19][C:18]1[C:14]([C:9]2[N:8]([CH2:7][C:4]3[O:5][CH:6]=[C:2]([Br:1])[CH:3]=3)[C:12](=[O:13])[O:11][N:10]=2)=[N:15][O:16][N:17]=1)(=[O:26])=[O:25]. The yield is 1.00.